The task is: Predict the reaction yield, written as a fraction of the theoretical maximum amount of product (1.0 means a 100% yield; for example, 0.34 means a 34% yield).. This data is from Reaction yield outcomes from USPTO patents with 853,638 reactions. (1) The reactants are [NH2:1][C:2]1[CH:3]=[C:4]([CH:21]=[CH:22][C:23]=1[F:24])[O:5][C:6]1[CH:7]=[CH:8][C:9]2[N:10]([CH:12]=[C:13]([NH:15][C:16]([CH:18]3[CH2:20][CH2:19]3)=[O:17])[N:14]=2)[N:11]=1.[CH3:25][N:26]1[C:30]([C:31](Cl)=[O:32])=[CH:29][C:28]([CH3:34])=[N:27]1.C(=O)([O-])O.[Na+]. The catalyst is CN(C)C(=O)C. The product is [CH:18]1([C:16]([NH:15][C:13]2[N:14]=[C:9]3[CH:8]=[CH:7][C:6]([O:5][C:4]4[CH:21]=[CH:22][C:23]([F:24])=[C:2]([NH:1][C:31]([C:30]5[N:26]([CH3:25])[N:27]=[C:28]([CH3:34])[CH:29]=5)=[O:32])[CH:3]=4)=[N:11][N:10]3[CH:12]=2)=[O:17])[CH2:20][CH2:19]1. The yield is 0.650. (2) The reactants are [CH2:1]([Mg]Br)[CH:2]([CH3:4])[CH3:3].[CH3:7][C:8]([S@@:11](/[N:13]=[CH:14]/[C:15]1[CH:20]=[CH:19][C:18]([C:21]2[CH:26]=[CH:25][C:24]([C:27]([F:30])([F:29])[F:28])=[CH:23][N:22]=2)=[CH:17][CH:16]=1)=[O:12])([CH3:10])[CH3:9]. The catalyst is O1CCCC1.[Cl-].[Zn+2].[Cl-]. The product is [CH3:10][C:8]([S@@:11]([NH:13][C@H:14]([C:15]1[CH:16]=[CH:17][C:18]([C:21]2[CH:26]=[CH:25][C:24]([C:27]([F:30])([F:28])[F:29])=[CH:23][N:22]=2)=[CH:19][CH:20]=1)[CH2:1][CH:2]([CH3:4])[CH3:3])=[O:12])([CH3:7])[CH3:9]. The yield is 0.810. (3) The catalyst is CO.O. The yield is 0.940. The product is [F:1][C:2]([F:21])([F:22])[C:3]1[CH:4]=[C:5]([CH:6]([C:8]2[CH:13]=[CH:12][CH:11]=[C:10]([C:14]([F:17])([F:15])[F:16])[CH:9]=2)[OH:7])[CH:18]=[CH:19][CH:20]=1. The reactants are [F:1][C:2]([F:22])([F:21])[C:3]1[CH:4]=[C:5]([CH:18]=[CH:19][CH:20]=1)[C:6]([C:8]1[CH:13]=[CH:12][CH:11]=[C:10]([C:14]([F:17])([F:16])[F:15])[CH:9]=1)=[O:7].[BH4-].[Na+]. (4) The reactants are C([O:3][C:4]([C:6]1[CH:11]=[CH:10][N:9]=[C:8]([NH:12][C:13]2[CH:18]=[CH:17][C:16]([N:19]3[CH:23]=[C:22]([CH3:24])[N:21]=[CH:20]3)=[C:15]([O:25][CH3:26])[CH:14]=2)[N:7]=1)=O)C.[CH2:27]([Mg]Br)[CH3:28].C(=O)([O-])[O-].[Na+].[Na+].O1CC[CH2:39][CH2:38]1. No catalyst specified. The product is [CH3:26][O:25][C:15]1[CH:14]=[C:13]([NH:12][C:8]2[N:7]=[C:6]([C:4]([OH:3])([CH2:27][CH3:28])[CH2:38][CH3:39])[CH:11]=[CH:10][N:9]=2)[CH:18]=[CH:17][C:16]=1[N:19]1[CH:23]=[C:22]([CH3:24])[N:21]=[CH:20]1. The yield is 0.0900. (5) The yield is 1.00. The reactants are [CH3:1][O:2][C:3]([C:5]1[S:6][C:7]([N+:11]([O-:13])=[O:12])=[C:8](Br)[CH:9]=1)=[O:4].CCN(CC)CC.[Br:21][C:22]1[CH:23]=[C:24]([SH:28])[CH:25]=[CH:26][CH:27]=1. The product is [CH3:1][O:2][C:3]([C:5]1[S:6][C:7]([N+:11]([O-:13])=[O:12])=[C:8]([S:28][C:24]2[CH:25]=[CH:26][CH:27]=[C:22]([Br:21])[CH:23]=2)[CH:9]=1)=[O:4]. The catalyst is C1COCC1. (6) The reactants are [F:1][C:2]1[CH:3]=[C:4]([N:9]2[C:14](=[O:15])[C:13]([O:16][CH2:17][CH2:18][C@H:19]([O:21][Si](C(C)(C)C)(C)C)[CH3:20])=[C:12]([C:29]3[CH:34]=[CH:33][C:32](SC)=[CH:31][CH:30]=3)[CH:11]=[N:10]2)[CH:5]=[CH:6][C:7]=1[F:8].[C:37](OO)(=O)C.C(O)(=O)C.[F-].C([N+](CCCC)(CCCC)CCCC)CCC.C1COCC1.[S:69]([O-:73])([O-])(=[O:71])=S.[Na+].[Na+]. The catalyst is CC(C)=O. The product is [F:1][C:2]1[CH:3]=[C:4]([N:9]2[C:14](=[O:15])[C:13]([O:16][CH2:17][CH2:18][C@H:19]([OH:21])[CH3:20])=[C:12]([C:29]3[CH:34]=[CH:33][C:32]([S:69]([CH3:37])(=[O:73])=[O:71])=[CH:31][CH:30]=3)[CH:11]=[N:10]2)[CH:5]=[CH:6][C:7]=1[F:8]. The yield is 0.870. (7) The reactants are [O-:1][N+:2]1[C:7]2[CH:8]=[CH:9][CH:10]=[CH:11][C:6]=2[N:5]=[C:4]([N:12]2[CH2:17][CH2:16][CH:15]([C:18]([OH:20])=O)[CH2:14][CH2:13]2)[N:3]=1.[NH2:21][C:22]1[C:23]([C:27]([O:29][CH3:30])=[O:28])=[CH:24][S:25][CH:26]=1. No catalyst specified. The product is [O-:1][N+:2]1[C:7]2[CH:8]=[CH:9][CH:10]=[CH:11][C:6]=2[N:5]=[C:4]([N:12]2[CH2:13][CH2:14][CH:15]([C:18]([NH:21][C:22]3[C:23]([C:27]([O:29][CH3:30])=[O:28])=[CH:24][S:25][CH:26]=3)=[O:20])[CH2:16][CH2:17]2)[N:3]=1. The yield is 0.560. (8) The reactants are [OH:1][CH:2]([CH3:12])[CH2:3][NH:4][C:5](=[O:11])[O:6][C:7]([CH3:10])([CH3:9])[CH3:8].CCN(CC)CC.[CH3:20][S:21](Cl)(=[O:23])=[O:22]. The catalyst is C(Cl)Cl. The product is [CH3:20][S:21]([O:1][CH:2]([CH3:12])[CH2:3][NH:4][C:5]([O:6][C:7]([CH3:8])([CH3:10])[CH3:9])=[O:11])(=[O:23])=[O:22]. The yield is 0.940. (9) The reactants are [CH:1]1([Mg]Br)[CH2:3][CH2:2]1.Br[C:7]1[CH:12]=[CH:11][C:10]([CH2:13][C:14]#[N:15])=[CH:9][CH:8]=1. The catalyst is C1COCC1.[Cl-].[Zn+2].[Cl-]. The product is [CH:1]1([C:7]2[CH:12]=[CH:11][C:10]([CH2:13][C:14]#[N:15])=[CH:9][CH:8]=2)[CH2:3][CH2:2]1. The yield is 0.660.